This data is from Reaction yield outcomes from USPTO patents with 853,638 reactions. The task is: Predict the reaction yield, written as a fraction of the theoretical maximum amount of product (1.0 means a 100% yield; for example, 0.34 means a 34% yield). (1) The reactants are CS([O:5][CH2:6][CH2:7][CH2:8][C:9]1[O:13][N:12]=[C:11]([C:14]2[CH:19]=[CH:18][C:17]([C:20]([F:23])([F:22])[F:21])=[CH:16][CH:15]=2)[CH:10]=1)(=O)=O.[I-].[Na+].O[C:27]1[CH:28]=[C:29]([CH2:33][C:34]([O:36]C)=[O:35])[CH:30]=[CH:31][CH:32]=1.C(=O)([O-])[O-].[K+].[K+].Cl. The catalyst is CN(C)C=O. The product is [F:21][C:20]([F:23])([F:22])[C:17]1[CH:18]=[CH:19][C:14]([C:11]2[CH:10]=[C:9]([CH2:8][CH2:7][CH2:6][O:5][C:27]3[CH:28]=[C:29]([CH2:33][C:34]([OH:36])=[O:35])[CH:30]=[CH:31][CH:32]=3)[O:13][N:12]=2)=[CH:15][CH:16]=1. The yield is 0.520. (2) The reactants are [Cl:1][C:2]1[CH:7]=[CH:6][C:5]([NH:8][CH2:9][CH2:10][C:11]([O:13][CH2:14][CH3:15])=[O:12])=[C:4]([N+:16]([O-])=O)[CH:3]=1. The catalyst is CO.[Ni]. The product is [NH2:16][C:4]1[CH:3]=[C:2]([Cl:1])[CH:7]=[CH:6][C:5]=1[NH:8][CH2:9][CH2:10][C:11]([O:13][CH2:14][CH3:15])=[O:12]. The yield is 0.899. (3) The reactants are FC(F)(F)C(O)=O.[NH2:8][C@@H:9]1[CH2:13][C@@H:12]([CH:14]([CH3:16])[CH3:15])[N:11]([O:17][CH2:18][C:19]2[CH:24]=[CH:23][CH:22]=[CH:21][CH:20]=2)[C:10]1=[O:25].C(N(CC)CC)C.[F:33][C:34]([F:52])([F:51])[C:35]1[CH:40]=[CH:39][C:38]([C:41]2[CH:46]=[CH:45][C:44]([S:47](Cl)(=[O:49])=[O:48])=[CH:43][CH:42]=2)=[CH:37][CH:36]=1. The catalyst is ClCCl. The product is [CH2:18]([O:17][N:11]1[C@H:12]([CH:14]([CH3:16])[CH3:15])[CH2:13][C@@H:9]([NH:8][S:47]([C:44]2[CH:43]=[CH:42][C:41]([C:38]3[CH:39]=[CH:40][C:35]([C:34]([F:33])([F:51])[F:52])=[CH:36][CH:37]=3)=[CH:46][CH:45]=2)(=[O:49])=[O:48])[C:10]1=[O:25])[C:19]1[CH:24]=[CH:23][CH:22]=[CH:21][CH:20]=1. The yield is 0.830. (4) The reactants are [Cl:1][C:2]1[CH:3]=[C:4]2[CH:10]=[C:9]([C:11](OCC)=[O:12])[N:8]([CH2:16][CH2:17][CH2:18][CH2:19][F:20])[C:5]2=[CH:6][N:7]=1.[H-].[Al+3].[Li+].[H-].[H-].[H-].C(OC(=O)C)C. The catalyst is C1COCC1. The product is [Cl:1][C:2]1[CH:3]=[C:4]2[CH:10]=[C:9]([CH2:11][OH:12])[N:8]([CH2:16][CH2:17][CH2:18][CH2:19][F:20])[C:5]2=[CH:6][N:7]=1. The yield is 0.300. (5) The reactants are [Br:1][C:2]1[CH:3]=[C:4]([CH2:10][C:11]([OH:13])=[O:12])[CH:5]=[CH:6][C:7]=1[O:8]C.B(Br)(Br)Br. The catalyst is ClCCl. The product is [Br:1][C:2]1[CH:3]=[C:4]([CH2:10][C:11]([OH:13])=[O:12])[CH:5]=[CH:6][C:7]=1[OH:8]. The yield is 0.920. (6) The reactants are C[O:2][C:3]([C:5]1[CH:6]=[C:7]2[C:12](=[CH:13][CH:14]=1)[N:11]=[CH:10][N:9]=[C:8]2[Cl:15])=O.CC(C[AlH]CC(C)C)C. The catalyst is C1COCC1. The product is [Cl:15][C:8]1[C:7]2[C:12](=[CH:13][CH:14]=[C:5]([CH2:3][OH:2])[CH:6]=2)[N:11]=[CH:10][N:9]=1. The yield is 0.660. (7) The reactants are [Cl:1][C:2]1[N:7]2[C:8]([CH:12]3[CH2:17][CH2:16][O:15][CH2:14][CH2:13]3)=[N:9][C:10]([I:11])=[C:6]2[C:5](Cl)=[N:4][CH:3]=1.[NH3:19].CC(O)C. No catalyst specified. The product is [Cl:1][C:2]1[N:7]2[C:8]([CH:12]3[CH2:17][CH2:16][O:15][CH2:14][CH2:13]3)=[N:9][C:10]([I:11])=[C:6]2[C:5]([NH2:19])=[N:4][CH:3]=1. The yield is 0.421. (8) The reactants are [H-].[Na+].[C:3]1([OH:9])[CH:8]=[CH:7][CH:6]=[CH:5][CH:4]=1.Cl[CH2:11][C:12]1[N:13]=[C:14]([NH:17][C:18](=[O:20])[CH3:19])[S:15][CH:16]=1. The catalyst is C1COCC1.C(O)C. The product is [O:9]([CH2:11][C:12]1[N:13]=[C:14]([NH:17][C:18](=[O:20])[CH3:19])[S:15][CH:16]=1)[C:3]1[CH:8]=[CH:7][CH:6]=[CH:5][CH:4]=1. The yield is 0.200.